From a dataset of Reaction yield outcomes from USPTO patents with 853,638 reactions. Predict the reaction yield, written as a fraction of the theoretical maximum amount of product (1.0 means a 100% yield; for example, 0.34 means a 34% yield). (1) The reactants are C([NH:8][C@H:9]1[CH2:14][CH2:13][C@@H:12]([C:15]2[CH:20]=[CH:19][C:18]([O:21][Si:22]([C:25]([CH3:28])([CH3:27])[CH3:26])([CH3:24])[CH3:23])=[CH:17][C:16]=2[O:29][Si:30]([C:33]([CH3:36])([CH3:35])[CH3:34])([CH3:32])[CH3:31])[CH2:11][CH2:10]1)C1C=CC=CC=1. The catalyst is C(O)C.[Pd]. The product is [Si:30]([O:29][C:16]1[CH:17]=[C:18]([O:21][Si:22]([C:25]([CH3:26])([CH3:27])[CH3:28])([CH3:24])[CH3:23])[CH:19]=[CH:20][C:15]=1[C@@H:12]1[CH2:11][CH2:10][C@H:9]([NH2:8])[CH2:14][CH2:13]1)([C:33]([CH3:34])([CH3:35])[CH3:36])([CH3:32])[CH3:31]. The yield is 0.970. (2) The reactants are [C:1]([O:5][C:6](=[O:54])[N:7]([C:23]1[CH:28]=[C:27]([N:29]([CH3:53])[C:30]([N:32]([C:41]2[C:46]([Cl:47])=[C:45]([O:48][CH3:49])[CH:44]=[C:43]([O:50][CH3:51])[C:42]=2[Cl:52])[CH2:33][O:34][CH2:35][CH2:36][Si:37]([CH3:40])([CH3:39])[CH3:38])=[O:31])[N:26]=[CH:25][N:24]=1)[C:8]1[CH:13]=[CH:12][C:11]([N:14]2[CH2:19][CH2:18][O:17][CH2:16][CH2:15]2)=[CH:10][C:9]=1[N+:20]([O-])=O)([CH3:4])([CH3:3])[CH3:2]. The catalyst is CO.[Ni]. The product is [C:1]([O:5][C:6](=[O:54])[N:7]([C:8]1[CH:13]=[CH:12][C:11]([N:14]2[CH2:15][CH2:16][O:17][CH2:18][CH2:19]2)=[CH:10][C:9]=1[NH2:20])[C:23]1[CH:28]=[C:27]([N:29]([CH3:53])[C:30]([N:32]([C:41]2[C:42]([Cl:52])=[C:43]([O:50][CH3:51])[CH:44]=[C:45]([O:48][CH3:49])[C:46]=2[Cl:47])[CH2:33][O:34][CH2:35][CH2:36][Si:37]([CH3:38])([CH3:39])[CH3:40])=[O:31])[N:26]=[CH:25][N:24]=1)([CH3:4])([CH3:2])[CH3:3]. The yield is 0.700. (3) The reactants are [NH2:1][C:2]1[N:3]=[C:4]([Cl:28])[C:5]2=[C:6]([N:8]([CH2:21]C3C=CN(C)N=3)[C:9](=[O:20])/[C:10]/2=[CH:11]\[C:12]2[NH:16][CH:15]=[C:14]([C:17](O)=[O:18])[CH:13]=2)[N:7]=1.F[P-](F)(F)(F)(F)F.[N:36]1(O[P+](N(C)C)(N(C)C)N(C)C)[C:40]2C=CC=CC=2N=N1.CC[N:58]([CH:62]([CH3:64])C)[CH:59](C)C.[CH2:65]([N:67]([CH2:71][CH3:72])[CH2:68][CH2:69][NH2:70])[CH3:66].[CH3:73]N(C=O)C. The catalyst is O. The product is [NH2:1][C:2]1[N:3]=[C:4]([Cl:28])[C:5]2=[C:6]([N:8]([CH2:21][C:64]3[CH:40]=[N:36][N:58]([CH3:59])[CH:62]=3)[C:9](=[O:20])/[C:10]/2=[CH:11]\[C:12]2[NH:16][CH:15]=[C:14]([C:17]([NH:70][CH2:69][CH2:68][N:67]([CH2:71][CH3:72])[CH2:65][CH3:66])=[O:18])[C:13]=2[CH3:73])[N:7]=1. The yield is 0.610. (4) The reactants are C[O:2][C:3](=[O:34])[C:4]1[CH:9]=[C:8]([Cl:10])[C:7]([O:11][CH3:12])=[CH:6][C:5]=1[O:13][CH2:14][CH2:15][CH2:16][N:17]1[CH2:22][CH2:21][C:20]([CH2:24][C:25]2[CH:30]=[CH:29][C:28]([F:31])=[CH:27][CH:26]=2)([OH:23])[C:19]([CH3:33])([CH3:32])[CH2:18]1.[Li+].[OH-]. The catalyst is C1COCC1.O. The product is [Cl:10][C:8]1[C:7]([O:11][CH3:12])=[CH:6][C:5]([O:13][CH2:14][CH2:15][CH2:16][N:17]2[CH2:22][CH2:21][C:20]([CH2:24][C:25]3[CH:26]=[CH:27][C:28]([F:31])=[CH:29][CH:30]=3)([OH:23])[C:19]([CH3:33])([CH3:32])[CH2:18]2)=[C:4]([CH:9]=1)[C:3]([OH:34])=[O:2]. The yield is 0.900. (5) The reactants are [F:1][C:2]([F:12])([F:11])[CH2:3][CH2:4][S:5][CH2:6][CH2:7][C:8](O)=[O:9].S(Cl)([Cl:15])=O. The catalyst is ClCCl. The product is [F:1][C:2]([F:12])([F:11])[CH2:3][CH2:4][S:5][CH2:6][CH2:7][C:8]([Cl:15])=[O:9]. The yield is 0.860.